Dataset: Full USPTO retrosynthesis dataset with 1.9M reactions from patents (1976-2016). Task: Predict the reactants needed to synthesize the given product. (1) The reactants are: [CH2:1]([O:3][C@@H:4]([CH2:10][C:11]1[CH:16]=[CH:15][C:14]([NH2:17])=[CH:13][CH:12]=1)[C:5]([O:7][CH2:8][CH3:9])=[O:6])[CH3:2].[F:18][C:19]1[CH:20]=[CH:21][C:22]2[N:27]([CH2:28][CH2:29][CH2:30]Br)[CH2:26][CH2:25][O:24][C:23]=2[CH:32]=1.C([O-])([O-])=O.[K+].[K+]. Given the product [F:18][C:19]1[CH:20]=[CH:21][C:22]2[N:27]([CH2:28][CH2:29][CH2:30][NH:17][C:14]3[CH:13]=[CH:12][C:11]([CH2:10][CH:4]([O:3][CH2:1][CH3:2])[C:5]([O:7][CH2:8][CH3:9])=[O:6])=[CH:16][CH:15]=3)[CH2:26][CH2:25][O:24][C:23]=2[CH:32]=1, predict the reactants needed to synthesize it. (2) Given the product [F:11][C:12]1[CH:17]=[CH:16][CH:15]=[C:14]([F:18])[C:13]=1[CH2:19][C:20]1[CH:21]=[C:22]([OH:23])[N:1]([C:3]2[CH:8]=[C:7]([C:9]#[N:10])[CH:6]=[CH:5][N:4]=2)[N:2]=1, predict the reactants needed to synthesize it. The reactants are: [NH:1]([C:3]1[CH:8]=[C:7]([C:9]#[N:10])[CH:6]=[CH:5][N:4]=1)[NH2:2].[F:11][C:12]1[CH:17]=[CH:16][CH:15]=[C:14]([F:18])[C:13]=1[CH2:19][C:20](=O)[CH2:21][C:22](OC)=[O:23]. (3) Given the product [N:1]1([CH2:7][C:8]2[CH:15]=[CH:14][C:11]([CH:12]=[O:13])=[CH:10][CH:9]=2)[CH:5]=[N:4][N:3]=[N:2]1, predict the reactants needed to synthesize it. The reactants are: [NH:1]1[CH:5]=[N:4][N:3]=[N:2]1.Br[CH2:7][C:8]1[CH:15]=[CH:14][C:11]([CH:12]=[O:13])=[CH:10][CH:9]=1.